This data is from Catalyst prediction with 721,799 reactions and 888 catalyst types from USPTO. The task is: Predict which catalyst facilitates the given reaction. (1) Reactant: [NH:1]1[C:9]2[C:4](=[CH:5][CH:6]=[CH:7][CH:8]=2)[C:3]([C:10]([OH:12])=[O:11])=[N:2]1.[CH3:13]O. Product: [NH:1]1[C:9]2[C:4](=[CH:5][CH:6]=[CH:7][CH:8]=2)[C:3]([C:10]([O:12][CH3:13])=[O:11])=[N:2]1. The catalyst class is: 82. (2) Reactant: Cl.[F:2][C:3]1[CH:4]=[C:5]([C@@H:14]([C:16]2[C:21]([F:22])=[CH:20][CH:19]=[CH:18][N:17]=2)[NH2:15])[CH:6]=[CH:7][C:8]=1[O:9][C:10]([F:13])([F:12])[F:11].CCCP(=O)=O.[N:29]1[CH:30]=[CH:31][N:32]2[CH:37]=[C:36]([C:38](O)=[O:39])[CH:35]=[CH:34][C:33]=12.CCN(C(C)C)C(C)C. Product: [F:2][C:3]1[CH:4]=[C:5]([C@@H:14]([C:16]2[C:21]([F:22])=[CH:20][CH:19]=[CH:18][N:17]=2)[NH:15][C:38]([C:36]2[CH:35]=[CH:34][C:33]3[N:32]([CH:31]=[CH:30][N:29]=3)[CH:37]=2)=[O:39])[CH:6]=[CH:7][C:8]=1[O:9][C:10]([F:13])([F:12])[F:11]. The catalyst class is: 25.